Dataset: Forward reaction prediction with 1.9M reactions from USPTO patents (1976-2016). Task: Predict the product of the given reaction. (1) Given the reactants [C:1]([C:3]1[CH:9]=[CH:8][C:6]([NH2:7])=[CH:5][C:4]=1[C:10]1[CH:15]=[CH:14][C:13]([O:16][CH3:17])=[CH:12][CH:11]=1)#[N:2].N(C1C2CCCCC=2C(C#N)=CC=1)=C=O.[OH:33][C@H:34]1[C@@H:41]2[N:37]([C:38](=[O:55])N(C3C4CCCCC=4C(C#N)=CC=3)[C:40]2=[O:42])[CH2:36][CH2:35]1, predict the reaction product. The product is: [OH:33][C@H:34]1[C@@H:41]2[N:37]([C:38](=[O:55])[N:7]([C:6]3[CH:5]=[C:4]([C:10]4[CH:15]=[CH:14][C:13]([O:16][CH3:17])=[CH:12][CH:11]=4)[C:3]([C:1]#[N:2])=[CH:9][CH:8]=3)[C:40]2=[O:42])[CH2:36][CH2:35]1. (2) Given the reactants [Br:1][C:2]1[CH:3]=[C:4]([NH:13][C:14](=O)[CH2:15][C:16]([CH3:19])([CH3:18])[CH3:17])[C:5]([NH:8][CH2:9][CH:10]2[CH2:12][CH2:11]2)=[N:6][CH:7]=1.[OH-].[Na+], predict the reaction product. The product is: [Br:1][C:2]1[CH:3]=[C:4]2[N:13]=[C:14]([CH2:15][C:16]([CH3:19])([CH3:18])[CH3:17])[N:8]([CH2:9][CH:10]3[CH2:12][CH2:11]3)[C:5]2=[N:6][CH:7]=1. (3) Given the reactants ClC1C=CC=C(C(OO)=[O:9])C=1.[Cl:12][C:13]1[CH:18]=[C:17]([CH3:19])[CH:16]=[CH:15][N:14]=1, predict the reaction product. The product is: [Cl:12][C:13]1[CH:18]=[C:17]([CH3:19])[CH:16]=[CH:15][N+:14]=1[O-:9]. (4) Given the reactants [CH3:1][C:2]1[CH:3]=[C:4]([SH:9])[CH:5]=[CH:6][C:7]=1[CH3:8].Br[CH2:11][CH2:12][CH2:13][Cl:14], predict the reaction product. The product is: [CH3:1][C:2]1[CH:3]=[C:4]([S:9][CH2:11][CH2:12][CH2:13][Cl:14])[CH:5]=[CH:6][C:7]=1[CH3:8]. (5) Given the reactants Br[C:2]1[C:3](=[O:17])[N:4]([CH3:16])[C:5](=[O:15])[N:6]([CH2:8][CH2:9][CH2:10][C:11]([F:14])([F:13])[F:12])[N:7]=1.[F:18][C:19]([F:33])([F:32])[C:20]1[CH:21]=[C:22]([N:26]2[CH2:31][CH2:30][NH:29][CH2:28][CH2:27]2)[CH:23]=[CH:24][CH:25]=1, predict the reaction product. The product is: [CH2:24]([OH:15])[CH2:25][CH2:20][CH3:19].[CH3:16][N:4]1[C:3](=[O:17])[C:2]([N:29]2[CH2:28][CH2:27][N:26]([C:22]3[CH:23]=[CH:24][CH:25]=[C:20]([C:19]([F:32])([F:33])[F:18])[CH:21]=3)[CH2:31][CH2:30]2)=[N:7][N:6]([CH2:8][CH2:9][CH2:10][C:11]([F:14])([F:13])[F:12])[C:5]1=[O:15]. (6) Given the reactants [F:1][C:2]1[CH:7]=[C:6]([F:8])[CH:5]=[CH:4][C:3]=1[CH2:9][NH:10][C:11]([C:13]1[C:14](=[O:46])[C:15]([O:38]CC2C=CC=CC=2)=[C:16]2[C:35](=[O:36])[N:20]3[CH:21]4[CH2:28][CH2:27][CH:26]([C:29]5[CH:34]=[CH:33][CH:32]=[CH:31][CH:30]=5)[CH2:25][CH:22]4[CH2:23][O:24][CH:19]3[CH2:18][N:17]2[CH:37]=1)=[O:12], predict the reaction product. The product is: [F:1][C:2]1[CH:7]=[C:6]([F:8])[CH:5]=[CH:4][C:3]=1[CH2:9][NH:10][C:11]([C:13]1[C:14](=[O:46])[C:15]([OH:38])=[C:16]2[C:35](=[O:36])[N:20]3[CH:21]4[CH2:28][CH2:27][CH:26]([C:29]5[CH:34]=[CH:33][CH:32]=[CH:31][CH:30]=5)[CH2:25][CH:22]4[CH2:23][O:24][CH:19]3[CH2:18][N:17]2[CH:37]=1)=[O:12].